This data is from NCI-60 drug combinations with 297,098 pairs across 59 cell lines. The task is: Regression. Given two drug SMILES strings and cell line genomic features, predict the synergy score measuring deviation from expected non-interaction effect. (1) Drug 1: CNC(=O)C1=CC=CC=C1SC2=CC3=C(C=C2)C(=NN3)C=CC4=CC=CC=N4. Drug 2: C1=CC(=CC=C1CCCC(=O)O)N(CCCl)CCCl. Cell line: PC-3. Synergy scores: CSS=16.4, Synergy_ZIP=-5.42, Synergy_Bliss=-5.93, Synergy_Loewe=-8.26, Synergy_HSA=-8.01. (2) Drug 1: C1=NC(=NC(=O)N1C2C(C(C(O2)CO)O)O)N. Drug 2: CC(C)(C#N)C1=CC(=CC(=C1)CN2C=NC=N2)C(C)(C)C#N. Cell line: MDA-MB-435. Synergy scores: CSS=2.18, Synergy_ZIP=0.498, Synergy_Bliss=2.05, Synergy_Loewe=-0.575, Synergy_HSA=-0.827. (3) Synergy scores: CSS=18.2, Synergy_ZIP=-5.73, Synergy_Bliss=1.45, Synergy_Loewe=-20.4, Synergy_HSA=-1.68. Cell line: M14. Drug 2: C1CC(C1)(C(=O)O)C(=O)O.[NH2-].[NH2-].[Pt+2]. Drug 1: CCC1(CC2CC(C3=C(CCN(C2)C1)C4=CC=CC=C4N3)(C5=C(C=C6C(=C5)C78CCN9C7C(C=CC9)(C(C(C8N6C=O)(C(=O)OC)O)OC(=O)C)CC)OC)C(=O)OC)O.OS(=O)(=O)O. (4) Drug 1: CC12CCC3C(C1CCC2=O)CC(=C)C4=CC(=O)C=CC34C. Drug 2: CC12CCC3C(C1CCC2OP(=O)(O)O)CCC4=C3C=CC(=C4)OC(=O)N(CCCl)CCCl.[Na+]. Synergy scores: CSS=1.32, Synergy_ZIP=-14.0, Synergy_Bliss=-31.1, Synergy_Loewe=-39.3, Synergy_HSA=-32.2. Cell line: MALME-3M. (5) Drug 1: CCCS(=O)(=O)NC1=C(C(=C(C=C1)F)C(=O)C2=CNC3=C2C=C(C=N3)C4=CC=C(C=C4)Cl)F. Drug 2: CCCS(=O)(=O)NC1=C(C(=C(C=C1)F)C(=O)C2=CNC3=C2C=C(C=N3)C4=CC=C(C=C4)Cl)F. Cell line: KM12. Synergy scores: CSS=-0.901, Synergy_ZIP=4.34, Synergy_Bliss=4.41, Synergy_Loewe=3.39, Synergy_HSA=-0.123. (6) Synergy scores: CSS=47.3, Synergy_ZIP=-0.0817, Synergy_Bliss=-3.83, Synergy_Loewe=-19.3, Synergy_HSA=-4.74. Cell line: CCRF-CEM. Drug 2: C1CC(=O)NC(=O)C1N2C(=O)C3=CC=CC=C3C2=O. Drug 1: C1CN(CCN1C(=O)CCBr)C(=O)CCBr. (7) Cell line: RPMI-8226. Synergy scores: CSS=11.1, Synergy_ZIP=-3.80, Synergy_Bliss=-2.75, Synergy_Loewe=-1.79, Synergy_HSA=-0.185. Drug 2: COC1=C2C(=CC3=C1OC=C3)C=CC(=O)O2. Drug 1: C1=CC(=CC=C1C#N)C(C2=CC=C(C=C2)C#N)N3C=NC=N3.